Predict the reaction yield, written as a fraction of the theoretical maximum amount of product (1.0 means a 100% yield; for example, 0.34 means a 34% yield). From a dataset of Reaction yield outcomes from USPTO patents with 853,638 reactions. (1) The reactants are [N:1]1[CH:6]=[CH:5][C:4]([C:7]2[N:12]=[C:11]([NH:13][CH:14]3[CH2:19][CH2:18][CH2:17][N:16](C(OC(C)(C)C)=O)[CH2:15]3)[C:10]([N:27]3[CH2:31][CH2:30][CH2:29][CH2:28]3)=[N:9][CH:8]=2)=[CH:3][CH:2]=1.[ClH:32]. The catalyst is C(O)(C(F)(F)F)=O.C(OCC)C. The product is [ClH:32].[ClH:32].[NH:16]1[CH2:17][CH2:18][CH2:19][CH:14]([NH:13][C:11]2[C:10]([N:27]3[CH2:31][CH2:30][CH2:29][CH2:28]3)=[N:9][CH:8]=[C:7]([C:4]3[CH:3]=[CH:2][N:1]=[CH:6][CH:5]=3)[N:12]=2)[CH2:15]1. The yield is 0.760. (2) The reactants are [Br:1][C:2]1[CH:3]=[C:4]2[C:9](=[CH:10][CH:11]=1)[N:8]=[C:7]([C:12]1[CH:17]=[CH:16][CH:15]=[CH:14][C:13]=1[OH:18])[N:6]=[C:5]2Cl.C(N(CC)CC)C.[OH:27][C@H:28]([CH2:37][CH:38]([CH3:40])[CH3:39])[C:29]([N:31]1[CH2:36][CH2:35][NH:34][CH2:33][CH2:32]1)=[O:30]. The yield is 0.840. The catalyst is C(Cl)Cl. The product is [Br:1][C:2]1[CH:3]=[C:4]2[C:9](=[CH:10][CH:11]=1)[N:8]=[C:7]([C:12]1[CH:17]=[CH:16][CH:15]=[CH:14][C:13]=1[OH:18])[N:6]=[C:5]2[N:34]1[CH2:33][CH2:32][N:31]([C:29](=[O:30])[C@H:28]([OH:27])[CH2:37][CH:38]([CH3:39])[CH3:40])[CH2:36][CH2:35]1. (3) The reactants are C([Li])CCC.Br[C:7]1[S:8][CH:9]=[C:10]([Br:12])[N:11]=1.[O:13]=[C:14]1[CH2:19][CH2:18][N:17]([C:20]([O:22][C:23]([CH3:26])([CH3:25])[CH3:24])=[O:21])[CH2:16][CH2:15]1. The catalyst is ClCCl. The product is [Br:12][C:10]1[N:11]=[C:7]([C:14]2([OH:13])[CH2:15][CH2:16][N:17]([C:20]([O:22][C:23]([CH3:25])([CH3:24])[CH3:26])=[O:21])[CH2:18][CH2:19]2)[S:8][CH:9]=1. The yield is 0.950. (4) The reactants are [Cl:1][C:2]1[NH:3][C:4]2[C:9]([C:10]=1[CH:11]=[O:12])=[CH:8][CH:7]=[CH:6][CH:5]=2.[C:13]1([C:22]2[CH:27]=[CH:26][CH:25]=[CH:24][CH:23]=2)[CH:18]=[CH:17][C:16](B(O)O)=[CH:15][CH:14]=1. No catalyst specified. The product is [C:13]1([C:22]2[CH:23]=[CH:24][CH:25]=[CH:26][CH:27]=2)[CH:18]=[CH:17][C:16]([N:3]2[C:4]3[C:9](=[CH:8][CH:7]=[CH:6][CH:5]=3)[C:10]([CH:11]=[O:12])=[C:2]2[Cl:1])=[CH:15][CH:14]=1. The yield is 0.520. (5) The reactants are C(Cl)Cl.[Cl:4][C:5]1[C:6]([CH:12]([S:21]([C:24]2[CH:29]=[CH:28][C:27]([Cl:30])=[CH:26][CH:25]=2)(=[O:23])=[O:22])[C:13]2[CH:18]=[C:17]([F:19])[CH:16]=[CH:15][C:14]=2[F:20])=[CH:7][C:8]([NH2:11])=[N:9][CH:10]=1.N1C=CC=CC=1.OS(C(F)(F)F)(=O)=O.[N:45]1[CH:50]=[CH:49][C:48]([CH2:51][S:52](Cl)(=[O:54])=[O:53])=[CH:47][CH:46]=1. The catalyst is C(OCC)(=O)C.CO. The product is [Cl:4][C:5]1[C:6]([CH:12]([S:21]([C:24]2[CH:29]=[CH:28][C:27]([Cl:30])=[CH:26][CH:25]=2)(=[O:23])=[O:22])[C:13]2[CH:18]=[C:17]([F:19])[CH:16]=[CH:15][C:14]=2[F:20])=[CH:7][C:8]([NH:11][S:52]([CH2:51][C:48]2[CH:49]=[CH:50][N:45]=[CH:46][CH:47]=2)(=[O:54])=[O:53])=[N:9][CH:10]=1. The yield is 0.470.